From a dataset of Reaction yield outcomes from USPTO patents with 853,638 reactions. Predict the reaction yield, written as a fraction of the theoretical maximum amount of product (1.0 means a 100% yield; for example, 0.34 means a 34% yield). (1) The reactants are [Cl:1][C:2]1[C:7]([CH:8]=[O:9])=[CH:6][N:5]=[C:4]2[NH:10][CH:11]=[CH:12][C:3]=12.[H-].[Na+].[CH3:15][Si:16]([CH2:19][CH2:20][O:21][CH2:22]Cl)([CH3:18])[CH3:17]. The catalyst is C1COCC1. The product is [Cl:1][C:2]1[C:7]([CH:8]=[O:9])=[CH:6][N:5]=[C:4]2[N:10]([CH2:22][O:21][CH2:20][CH2:19][Si:16]([CH3:18])([CH3:17])[CH3:15])[CH:11]=[CH:12][C:3]=12. The yield is 0.940. (2) The reactants are Br[C:2]1[CH:3]=[C:4]([CH:28]=[CH:29][CH:30]=1)[CH2:5][N:6]1[C:10]2[CH:11]=[CH:12][CH:13]=[CH:14][C:9]=2[N:8]([CH2:15][CH:16]([OH:26])[CH2:17][O:18][C:19]2[CH:24]=[CH:23][C:22]([F:25])=[CH:21][CH:20]=2)[C:7]1=[NH:27].C1C=CC(P(C2C(C3C(P(C4C=CC=CC=4)C4C=CC=CC=4)=CC=C4C=3C=CC=C4)=C3C(C=CC=C3)=CC=2)C2C=CC=CC=2)=CC=1.[C:77]1([C:90]2[CH:95]=[CH:94][CH:93]=[CH:92][CH:91]=2)[CH:82]=[CH:81][CH:80]=[CH:79][C:78]=1[CH2:83][N:84]1[CH2:89][CH2:88][NH:87][CH2:86][CH2:85]1.C([O-])([O-])=O.[Cs+].[Cs+]. The catalyst is C1(C)C=CC=CC=1.CC([O-])=O.CC([O-])=O.[Pd+2]. The product is [C:77]1([C:90]2[CH:95]=[CH:94][CH:93]=[CH:92][CH:91]=2)[CH:82]=[CH:81][CH:80]=[CH:79][C:78]=1[CH2:83][N:84]1[CH2:85][CH2:86][N:87]([C:2]2[CH:3]=[C:4]([CH:28]=[CH:29][CH:30]=2)[CH2:5][N:6]2[C:10]3[CH:11]=[CH:12][CH:13]=[CH:14][C:9]=3[N:8]([CH2:15][CH:16]([OH:26])[CH2:17][O:18][C:19]3[CH:24]=[CH:23][C:22]([F:25])=[CH:21][CH:20]=3)[C:7]2=[NH:27])[CH2:88][CH2:89]1. The yield is 0.0700. (3) The reactants are [CH2:1]([C:3]1[S:11][C:6]2=[N:7][CH:8]=[CH:9][CH:10]=[C:5]2[CH:4]=1)[CH3:2].[Cl:12][S:13](O)(=[O:15])=[O:14].P(Cl)(Cl)(Cl)=O.P(Cl)(Cl)(Cl)(Cl)Cl. The catalyst is C(Cl)Cl. The product is [CH2:1]([C:3]1[S:11][C:6]2=[N:7][CH:8]=[CH:9][CH:10]=[C:5]2[C:4]=1[S:13]([Cl:12])(=[O:15])=[O:14])[CH3:2]. The yield is 0.560. (4) The reactants are Br[C:2]1[CH:14]=[CH:13][C:5]([CH2:6][N:7]2[CH2:12][CH2:11][O:10][CH2:9][CH2:8]2)=[CH:4][C:3]=1[F:15].[B:16]1([B:16]2[O:20][C:19]([CH3:22])([CH3:21])[C:18]([CH3:24])([CH3:23])[O:17]2)[O:20][C:19]([CH3:22])([CH3:21])[C:18]([CH3:24])([CH3:23])[O:17]1.C(Cl)Cl.C([O-])(=O)C.[K+]. The catalyst is C(OCC)(=O)C.C1C=CC(P(C2C=CC=CC=2)[C-]2C=CC=C2)=CC=1.C1C=CC(P(C2C=CC=CC=2)[C-]2C=CC=C2)=CC=1.Cl[Pd]Cl.[Fe+2].CN(C=O)C. The product is [F:15][C:3]1[CH:4]=[C:5]([CH:13]=[CH:14][C:2]=1[B:16]1[O:20][C:19]([CH3:22])([CH3:21])[C:18]([CH3:24])([CH3:23])[O:17]1)[CH2:6][N:7]1[CH2:12][CH2:11][O:10][CH2:9][CH2:8]1. The yield is 0.650. (5) The catalyst is CN(C=O)C.O. The product is [O:25]1[C:26]2[CH:31]=[CH:30][C:29]([C:32]3([C:35]([NH:1][C:2]4[CH:3]=[C:4]5[C:8](=[CH:9][CH:10]=4)[NH:7][C:6]([C:11]([CH3:22])([CH3:21])[CH2:12][NH:13][C:14](=[O:20])[O:15][C:16]([CH3:17])([CH3:19])[CH3:18])=[CH:5]5)=[O:36])[CH2:33][CH2:34]3)=[CH:28][C:27]=2[O:23][CH2:24]1. The reactants are [NH2:1][C:2]1[CH:3]=[C:4]2[C:8](=[CH:9][CH:10]=1)[NH:7][C:6]([C:11]([CH3:22])([CH3:21])[CH2:12][NH:13][C:14](=[O:20])[O:15][C:16]([CH3:19])([CH3:18])[CH3:17])=[CH:5]2.[O:23]1[C:27]2[CH:28]=[C:29]([C:32]3([C:35](O)=[O:36])[CH2:34][CH2:33]3)[CH:30]=[CH:31][C:26]=2[O:25][CH2:24]1.C(Cl)CCl.C1C=CC2N(O)N=NC=2C=1.CCN(CC)CC. The yield is 0.940. (6) The reactants are [OH:1][CH2:2][CH2:3][C@H:4]1[CH2:8][O:7][C:6]([CH3:10])([CH3:9])[N:5]1[C:11]([O:13][C:14]([CH3:17])([CH3:16])[CH3:15])=[O:12].[Cl:18][C:19]1[CH:24]=[CH:23][C:22](O)=[CH:21][CH:20]=1.C1(P(C2C=CC=CC=2)C2C=CC=CC=2)C=CC=CC=1.N(C(OCC)=O)=NC(OCC)=O.[OH-].[Na+]. The catalyst is C1COCC1.C(OCC)(=O)C. The product is [C:14]([O:13][C:11]([N:5]1[C@@H:4]([CH2:3][CH2:2][O:1][C:22]2[CH:23]=[CH:24][C:19]([Cl:18])=[CH:20][CH:21]=2)[CH2:8][O:7][C:6]1([CH3:10])[CH3:9])=[O:12])([CH3:17])([CH3:16])[CH3:15]. The yield is 0.760.